Task: Predict the reaction yield, written as a fraction of the theoretical maximum amount of product (1.0 means a 100% yield; for example, 0.34 means a 34% yield).. Dataset: Reaction yield outcomes from USPTO patents with 853,638 reactions (1) The reactants are [CH:1]1([N:4]2[CH2:9][CH2:8][NH:7][CH2:6][C:5]2=[O:10])[CH2:3][CH2:2]1.CS(O[CH2:16][CH2:17][O:18][C:19]1[CH:24]=[CH:23][C:22]([N:25]2[CH2:30][CH2:29][N:28]([C:31]3[CH:32]=[CH:33][C:34]4[N:35]([C:37]([C:40]([F:43])([F:42])[F:41])=[N:38][N:39]=4)[N:36]=3)[CH2:27][CH2:26]2)=[CH:21][CH:20]=1)(=O)=O.CCN(C(C)C)C(C)C.CN1C(=O)CCC1. The catalyst is C1COCC1. The product is [CH:1]1([N:4]2[CH2:9][CH2:8][N:7]([CH2:16][CH2:17][O:18][C:19]3[CH:24]=[CH:23][C:22]([N:25]4[CH2:26][CH2:27][N:28]([C:31]5[CH:32]=[CH:33][C:34]6[N:35]([C:37]([C:40]([F:43])([F:41])[F:42])=[N:38][N:39]=6)[N:36]=5)[CH2:29][CH2:30]4)=[CH:21][CH:20]=3)[CH2:6][C:5]2=[O:10])[CH2:3][CH2:2]1. The yield is 0.200. (2) The reactants are [N:1]([C@@H:4]([C@@H:19]([C:26]1[CH:31]=[CH:30][C:29]([F:32])=[CH:28][CH:27]=1)[CH:20]1[CH2:25][CH2:24][O:23][CH2:22][CH2:21]1)[C:5](N1[C@@H](C2C=CC=CC=2)COC1=O)=[O:6])=[N+:2]=[N-:3].[OH:33]O.[Li+].[OH-]. The catalyst is C1COCC1.O. The product is [N:1]([C@@H:4]([C@H:19]([C:26]1[CH:31]=[CH:30][C:29]([F:32])=[CH:28][CH:27]=1)[CH:20]1[CH2:25][CH2:24][O:23][CH2:22][CH2:21]1)[C:5]([OH:6])=[O:33])=[N+:2]=[N-:3]. The yield is 0.880. (3) The reactants are [NH2:1][C:2]1[CH:10]=[C:9]([O:11][CH3:12])[CH:8]=[C:7]([O:13][CH3:14])[C:3]=1[C:4]([NH2:6])=[O:5].[CH2:15]([N:19]1[CH2:24][CH2:23][N:22]([C:25]2[CH:32]=[CH:31][C:28]([CH:29]=O)=[CH:27][CH:26]=2)[CH2:21][CH2:20]1)[CH2:16][CH2:17][CH3:18].OS([O-])=O.[Na+].CC1C=CC(S(O)(=O)=O)=CC=1. The catalyst is CC(N(C)C)=O.O. The product is [CH2:15]([N:19]1[CH2:20][CH2:21][N:22]([C:25]2[CH:26]=[CH:27][C:28]([C:29]3[NH:6][C:4](=[O:5])[C:3]4[C:2](=[CH:10][C:9]([O:11][CH3:12])=[CH:8][C:7]=4[O:13][CH3:14])[N:1]=3)=[CH:31][CH:32]=2)[CH2:23][CH2:24]1)[CH2:16][CH2:17][CH3:18]. The yield is 0.130. (4) The reactants are [NH2:1][C:2]1[CH:10]=[CH:9][C:8]([Br:11])=[CH:7][C:3]=1[C:4]([OH:6])=O.O=S(Cl)Cl.[Cl:16][C:17]1[CH:23]=[CH:22][CH:21]=[CH:20][C:18]=1[NH2:19].C(Cl)(Cl)Cl. The catalyst is C1C=CC=CC=1. The product is [NH2:1][C:2]1[CH:10]=[CH:9][C:8]([Br:11])=[CH:7][C:3]=1[C:4]([NH:19][C:18]1[CH:20]=[CH:21][CH:22]=[CH:23][C:17]=1[Cl:16])=[O:6]. The yield is 0.200. (5) The reactants are [CH3:1][N:2]1[C:10]2[C:5](=[N:6][C:7]([C@@H:17]([NH2:19])[CH3:18])=[C:8]([C:11]3[N:15]([CH3:16])[N:14]=[CH:13][CH:12]=3)[CH:9]=2)[CH:4]=[CH:3]1.[Cl:20][C:21]1[N:26]=[C:25](Cl)[C:24]([F:28])=[CH:23][N:22]=1.C(N(C(C)C)C(C)C)C. The catalyst is C(#N)C. The product is [Cl:20][C:21]1[N:26]=[C:25]([NH:19][C@H:17]([C:7]2[N:6]=[C:5]3[CH:4]=[CH:3][N:2]([CH3:1])[C:10]3=[CH:9][C:8]=2[C:11]2[N:15]([CH3:16])[N:14]=[CH:13][CH:12]=2)[CH3:18])[C:24]([F:28])=[CH:23][N:22]=1. The yield is 1.00. (6) The reactants are [N:1]12[CH2:8][CH2:7][C:4]([C:9]([C:17]3[CH:22]=[CH:21][CH:20]=[CH:19][CH:18]=3)([C:11]3[CH:16]=[CH:15][CH:14]=[CH:13][CH:12]=3)[OH:10])([CH2:5][CH2:6]1)[CH2:3][CH2:2]2.[Br:23][CH2:24][CH2:25][CH2:26][O:27][C:28]1[CH:33]=[CH:32][CH:31]=[CH:30][C:29]=1[O:34][CH2:35][C:36]1[CH:41]=[CH:40][CH:39]=[CH:38][CH:37]=1. The catalyst is CC#N. The product is [Br-:23].[OH:10][C:9]([C:17]1[CH:22]=[CH:21][CH:20]=[CH:19][CH:18]=1)([C:11]1[CH:12]=[CH:13][CH:14]=[CH:15][CH:16]=1)[C:4]12[CH2:5][CH2:6][N+:1]([CH2:24][CH2:25][CH2:26][O:27][C:28]3[CH:33]=[CH:32][CH:31]=[CH:30][C:29]=3[O:34][CH2:35][C:36]3[CH:41]=[CH:40][CH:39]=[CH:38][CH:37]=3)([CH2:2][CH2:3]1)[CH2:8][CH2:7]2. The yield is 0.714. (7) The yield is 0.970. The product is [NH2:15][C:16]1[N:32]=[C:19]2[CH:20]=[CH:21][CH:22]=[C:23]([CH2:24][N:25]3[CH2:30][CH2:29][NH:28][C:27](=[O:31])[CH2:26]3)[N:18]2[N:17]=1. The reactants are FC(F)(F)C(O)=O.C(OC([N:15](C(OC(C)(C)C)=O)[C:16]1[N:32]=[C:19]2[CH:20]=[CH:21][CH:22]=[C:23]([CH2:24][N:25]3[CH2:30][CH2:29][NH:28][C:27](=[O:31])[CH2:26]3)[N:18]2[N:17]=1)=O)(C)(C)C. The catalyst is ClCCl. (8) The reactants are [C:1]([C:4]1[C:9]([NH:10][C:11]([C:13]2[S:14][CH:15]=[C:16]([C:18]([F:21])([F:20])[F:19])[N:17]=2)=O)=[C:8]([Cl:22])[C:7]([O:23][CH3:24])=[CH:6][CH:5]=1)(=[O:3])[CH3:2].COC1C(C)=C2C(C(O)=CC(C3SC=C(C(F)(F)F)N=3)=N2)=CC=1. No catalyst specified. The product is [Cl:22][C:8]1[C:7]([O:23][CH3:24])=[CH:6][CH:5]=[C:4]2[C:9]=1[N:10]=[C:11]([C:13]1[S:14][CH:15]=[C:16]([C:18]([F:21])([F:20])[F:19])[N:17]=1)[CH:2]=[C:1]2[OH:3]. The yield is 0.700. (9) The reactants are C([O:8][C:9]1[CH:37]=[CH:36][C:12]2[NH:13][C:14]([C:19]3[C:20](=[O:35])[N:21]([NH:30][CH2:31][CH:32]([CH3:34])[CH3:33])[C:22]4[C:27]([C:28]=3[OH:29])=[CH:26][CH:25]=[CH:24][CH:23]=4)=[N:15][S:16](=[O:18])(=[O:17])[C:11]=2[CH:10]=1)C1C=CC=CC=1.C([O-])=O.[NH4+]. The catalyst is O1CCCC1.[Pd].[OH-].[OH-].[Pd+2]. The product is [OH:29][C:28]1[C:27]2[C:22](=[CH:23][CH:24]=[CH:25][CH:26]=2)[N:21]([NH:30][CH2:31][CH:32]([CH3:33])[CH3:34])[C:20](=[O:35])[C:19]=1[C:14]1[NH:13][C:12]2[CH:36]=[CH:37][C:9]([OH:8])=[CH:10][C:11]=2[S:16](=[O:17])(=[O:18])[N:15]=1. The yield is 0.720. (10) The reactants are C(O[C:4]([C:6]1[S:10]C2C=[C:12]([NH:15][CH2:16][C:17]3[CH:22]=[CH:21][CH:20]=[CH:19][CH:18]=3)[CH:13]=[CH:14][C:8]=2[C:7]=1[CH3:23])=O)C.CN1CCOCC1.C(O[C:35](=[O:37])[CH3:36])(=O)C.[C:38]([O-:41])(O)=O.[Na+].Cl.[NH2:44][OH:45].[CH3:46][O-].[Na+]. The catalyst is CN(C1C=CN=CC=1)C.ClCCl. The product is [OH:45][NH:44][C:35]([C:36]1[S:10][C:6]2[CH:4]=[C:13]([CH2:12][N:15]([C:38](=[O:41])[CH3:46])[CH2:16][C:17]3[CH:18]=[CH:19][CH:20]=[CH:21][CH:22]=3)[CH:14]=[CH:8][C:7]=2[CH:23]=1)=[O:37]. The yield is 0.690.